This data is from hERG potassium channel inhibition data for cardiac toxicity prediction from Karim et al.. The task is: Regression/Classification. Given a drug SMILES string, predict its toxicity properties. Task type varies by dataset: regression for continuous values (e.g., LD50, hERG inhibition percentage) or binary classification for toxic/non-toxic outcomes (e.g., AMES mutagenicity, cardiotoxicity, hepatotoxicity). Dataset: herg_karim. (1) The drug is CCN(CC)C(=O)c1ccc([C@H]2CC3(CCNCC3)Oc3ccccc32)cc1. The result is 1 (blocker). (2) The compound is N#Cc1ccc(S(=O)(=O)NCCN2CC3CN(CCc4c(F)cccc4F)CC(C2)O3)cc1. The result is 0 (non-blocker). (3) The molecule is Cc1c([C@@H](O)CN2CCC3(CC2)CCN(c2ccc(=O)n(C4CCCC4)n2)C3=O)ccc2c1COC2=O. The result is 0 (non-blocker).